Dataset: Peptide-MHC class I binding affinity with 185,985 pairs from IEDB/IMGT. Task: Regression. Given a peptide amino acid sequence and an MHC pseudo amino acid sequence, predict their binding affinity value. This is MHC class I binding data. (1) The peptide sequence is LDRFGLAESL. The MHC is Mamu-B01 with pseudo-sequence Mamu-B01. The binding affinity (normalized) is 0.247. (2) The peptide sequence is YMSALNHTK. The MHC is HLA-A31:01 with pseudo-sequence HLA-A31:01. The binding affinity (normalized) is 0.402. (3) The peptide sequence is IHDFVDKTL. The MHC is HLA-B39:01 with pseudo-sequence HLA-B39:01. The binding affinity (normalized) is 0.196.